Predict the product of the given reaction. From a dataset of Forward reaction prediction with 1.9M reactions from USPTO patents (1976-2016). (1) Given the reactants [C:1]([C:4]1[CH:9]=[CH:8][C:7]([NH:10][S:11]([C:14]2[CH:19]=[CH:18][C:17]([F:20])=[CH:16][CH:15]=2)(=[O:13])=[O:12])=[CH:6][CH:5]=1)(=[O:3])[CH3:2].[CH3:21][O:22][C:23]1[CH:30]=[CH:29][C:26]([CH:27]=O)=[CH:25][CH:24]=1.S(=O)(=O)(O)O, predict the reaction product. The product is: [F:20][C:17]1[CH:18]=[CH:19][C:14]([S:11]([NH:10][C:7]2[CH:6]=[CH:5][C:4]([C:1](=[O:3])/[CH:2]=[CH:27]/[C:26]3[CH:29]=[CH:30][C:23]([O:22][CH3:21])=[CH:24][CH:25]=3)=[CH:9][CH:8]=2)(=[O:13])=[O:12])=[CH:15][CH:16]=1. (2) The product is: [Br:1][C:2]1[CH:9]=[CH:8][C:7]([C:10]([F:13])([F:12])[F:11])=[CH:6][C:3]=1[CH2:4][NH:22][CH2:21][CH2:20][C:14]1[CH:19]=[CH:18][CH:17]=[CH:16][CH:15]=1. Given the reactants [Br:1][C:2]1[CH:9]=[CH:8][C:7]([C:10]([F:13])([F:12])[F:11])=[CH:6][C:3]=1[CH:4]=O.[C:14]1([CH2:20][CH2:21][NH2:22])[CH:19]=[CH:18][CH:17]=[CH:16][CH:15]=1, predict the reaction product. (3) The product is: [CH3:34][O:33][C:29]1[CH:28]=[C:27]([CH2:26][C:9]2[C:18]3[C:13](=[CH:14][CH:15]=[CH:16][CH:17]=3)[N:12]=[C:11]([C:19]([O:21][CH2:22][CH3:23])=[O:20])[CH:10]=2)[CH:32]=[CH:31][N:30]=1. Given the reactants CC1(C)C(C)(C)OB([C:9]2[C:18]3[C:13](=[CH:14][CH:15]=[CH:16][CH:17]=3)[N:12]=[C:11]([C:19]([O:21][CH2:22][CH3:23])=[O:20])[CH:10]=2)O1.Br[CH2:26][C:27]1[CH:32]=[CH:31][N:30]=[C:29]([O:33][CH3:34])[CH:28]=1.C1(C)C=CC=CC=1.C([O-])([O-])=O.[Na+].[Na+], predict the reaction product. (4) Given the reactants [F:1][C:2]([F:13])([F:12])[C:3]1[CH:4]=[C:5]([NH2:11])[C:6](=[CH:9][CH:10]=1)[O:7][CH3:8].[N:14]([O-])=O.[Na+].O.O.Cl[Sn]Cl, predict the reaction product. The product is: [CH3:8][O:7][C:6]1[CH:9]=[CH:10][C:3]([C:2]([F:12])([F:13])[F:1])=[CH:4][C:5]=1[NH:11][NH2:14]. (5) Given the reactants CC1(C)C(C)(C)[O:5][B:4]([C:9]2[CH:17]=[CH:16][C:12]([C:13]([OH:15])=O)=[CH:11][CH:10]=2)[O:3]1.C1C=CC2N(O)N=NC=2C=1.CCN=C=NCCCN(C)C.Cl.[CH2:41]([CH2:43][NH2:44])[OH:42], predict the reaction product. The product is: [OH:42][CH2:41][CH2:43][NH:44][C:13]([C:12]1[CH:11]=[CH:10][C:9]([B:4]([OH:3])[OH:5])=[CH:17][CH:16]=1)=[O:15]. (6) Given the reactants [OH:1][C:2]1[CH:9]=[CH:8][C:5]([CH:6]=[O:7])=[CH:4][C:3]=1[O:10][CH3:11].Cl[CH2:13][CH2:14][O:15][CH3:16], predict the reaction product. The product is: [CH3:11][O:10][C:3]1[CH:4]=[C:5]([CH:8]=[CH:9][C:2]=1[O:1][CH2:13][CH2:14][O:15][CH3:16])[CH:6]=[O:7]. (7) Given the reactants [F:1][C:2]1[CH:7]=[CH:6][C:5]([C:8]2[C:17]3[C:12](=[CH:13][CH:14]=[C:15]([N:18]4[CH2:23][CH2:22][CH2:21][CH2:20][CH2:19]4)[CH:16]=3)[N:11]=[C:10]([CH3:24])[C:9]=2[C:25](O)=[O:26])=[CH:4][CH:3]=1.CN(C(ON1N=[N:43][C:38]2C=[CH:40][CH:41]=[CH:42][C:37]1=2)=[N+](C)C)C.[B-](F)(F)(F)F.CCN(C(C)C)C(C)C.N1CCCCC1.Cl, predict the reaction product. The product is: [F:1][C:2]1[CH:3]=[CH:4][C:5]([C:8]2[C:17]3[C:12](=[CH:13][CH:14]=[C:15]([N:18]4[CH2:19][CH2:20][CH2:21][CH2:22][CH2:23]4)[CH:16]=3)[N:11]=[C:10]([CH3:24])[C:9]=2[C:25]([N:43]2[CH2:40][CH2:41][CH2:42][CH2:37][CH2:38]2)=[O:26])=[CH:6][CH:7]=1.